This data is from Peptide-MHC class I binding affinity with 185,985 pairs from IEDB/IMGT. The task is: Regression. Given a peptide amino acid sequence and an MHC pseudo amino acid sequence, predict their binding affinity value. This is MHC class I binding data. (1) The peptide sequence is LEKARGSTY. The MHC is HLA-B44:02 with pseudo-sequence HLA-B44:02. The binding affinity (normalized) is 0.426. (2) The peptide sequence is RILHNFAYSL. The MHC is HLA-B14:02 with pseudo-sequence HLA-B14:02. The binding affinity (normalized) is 0.121. (3) The peptide sequence is GAASLTLTA. The MHC is Mamu-B1001 with pseudo-sequence Mamu-B1001. The binding affinity (normalized) is 0.0639. (4) The peptide sequence is KSINKVYGK. The MHC is Patr-A0901 with pseudo-sequence Patr-A0901. The binding affinity (normalized) is 0. (5) The peptide sequence is GMEAQFLYL. The MHC is HLA-A02:02 with pseudo-sequence HLA-A02:02. The binding affinity (normalized) is 0.726. (6) The binding affinity (normalized) is 0. The MHC is HLA-A02:02 with pseudo-sequence HLA-A02:02. The peptide sequence is EVLRPTTVV. (7) The peptide sequence is YQRRRRFAI. The MHC is HLA-B08:02 with pseudo-sequence HLA-B08:02. The binding affinity (normalized) is 0.454. (8) The peptide sequence is DIVKGLSGY. The MHC is HLA-B18:01 with pseudo-sequence HLA-B18:01. The binding affinity (normalized) is 0.244. (9) The peptide sequence is KLLNRVIGY. The MHC is HLA-A01:01 with pseudo-sequence HLA-A01:01. The binding affinity (normalized) is 0.0847.